Regression. Given two drug SMILES strings and cell line genomic features, predict the synergy score measuring deviation from expected non-interaction effect. From a dataset of NCI-60 drug combinations with 297,098 pairs across 59 cell lines. (1) Drug 1: C1CC2CC3=C(CC1C24CN(S(=O)(=O)N4)CC(F)(F)F)C=CC(=C3)C=CCN5CCC(CC5)C(F)(F)F. Drug 2: C1CNP(=O)(OC1)N(CCCl)CCCl. Cell line: OVCAR3. Synergy scores: CSS=20.6, Synergy_ZIP=6.48, Synergy_Bliss=8.32, Synergy_Loewe=-3.94, Synergy_HSA=2.69. (2) Drug 1: C1=CC(=CC=C1CCC2=CNC3=C2C(=O)NC(=N3)N)C(=O)NC(CCC(=O)O)C(=O)O. Drug 2: CC1=C(C(=CC=C1)Cl)NC(=O)C2=CN=C(S2)NC3=CC(=NC(=N3)C)N4CCN(CC4)CCO. Cell line: HCT116. Synergy scores: CSS=46.8, Synergy_ZIP=-0.176, Synergy_Bliss=-1.59, Synergy_Loewe=-0.914, Synergy_HSA=-0.623. (3) Drug 1: CC1=CC=C(C=C1)C2=CC(=NN2C3=CC=C(C=C3)S(=O)(=O)N)C(F)(F)F. Drug 2: COC1=NC(=NC2=C1N=CN2C3C(C(C(O3)CO)O)O)N. Cell line: COLO 205. Synergy scores: CSS=-2.87, Synergy_ZIP=-0.189, Synergy_Bliss=-2.62, Synergy_Loewe=-5.97, Synergy_HSA=-5.25.